This data is from Catalyst prediction with 721,799 reactions and 888 catalyst types from USPTO. The task is: Predict which catalyst facilitates the given reaction. (1) Reactant: [Cl:1][C:2]1[CH:7]=[CH:6][C:5]([N:8]2[C:13](=[O:14])[C:12]3[N:15]([CH2:24][C:25](O)=[O:26])[N:16]=[C:17]([C:18]4[CH:23]=[CH:22][CH:21]=[CH:20][CH:19]=4)[C:11]=3[N:10]=[C:9]2[C:28]2[CH:33]=[CH:32][C:31]([CH:34]([CH3:36])[CH3:35])=[CH:30][CH:29]=2)=[CH:4][CH:3]=1.C[N:38](C(ON1N=NC2C=CC=NC1=2)=[N+](C)C)C.F[P-](F)(F)(F)(F)F.CCN(C(C)C)C(C)C.N. Product: [Cl:1][C:2]1[CH:3]=[CH:4][C:5]([N:8]2[C:13](=[O:14])[C:12]3[N:15]([CH2:24][C:25]([NH2:38])=[O:26])[N:16]=[C:17]([C:18]4[CH:23]=[CH:22][CH:21]=[CH:20][CH:19]=4)[C:11]=3[N:10]=[C:9]2[C:28]2[CH:33]=[CH:32][C:31]([CH:34]([CH3:35])[CH3:36])=[CH:30][CH:29]=2)=[CH:6][CH:7]=1. The catalyst class is: 121. (2) Reactant: [CH3:1][O:2][C:3](=[O:19])[C:4]1[CH:9]=[C:8](Br)[C:7]([O:11][CH2:12][O:13][CH3:14])=[CH:6][C:5]=1[O:15][CH2:16][O:17][CH3:18].[C:20]1(B(O)O)[CH:25]=[CH:24][CH:23]=[CH:22][CH:21]=1.C1(P(C2CCCCC2)C2C=CC=CC=2C2C(OC)=CC=CC=2OC)CCCCC1. Product: [CH3:1][O:2][C:3]([C:4]1[CH:9]=[C:8]([C:20]2[CH:25]=[CH:24][CH:23]=[CH:22][CH:21]=2)[C:7]([O:11][CH2:12][O:13][CH3:14])=[CH:6][C:5]=1[O:15][CH2:16][O:17][CH3:18])=[O:19]. The catalyst class is: 318. (3) Reactant: [CH3:1][O:2][C:3]([O:5][CH2:6][C@:7]12[C:24](=[O:25])[CH2:23][CH:22]([C:26]([O:28][CH3:29])=[O:27])[CH2:21][CH2:20][C@@H:8]1[C@:9]1([CH3:19])[CH:14]([CH2:15][CH2:16]2)[C:13]([CH3:18])([CH3:17])[CH2:12][CH2:11][CH2:10]1)=[O:4].[Li+].C[Si]([N-][Si](C)(C)C)(C)C.C1([Se]Cl)C=CC=CC=1.OO. Product: [CH3:1][O:2][C:3]([O:5][CH2:6][C@:7]12[C:24](=[O:25])[CH:23]=[C:22]([C:26]([O:28][CH3:29])=[O:27])[CH2:21][CH2:20][C@@H:8]1[C@:9]1([CH3:19])[CH:14]([CH2:15][CH2:16]2)[C:13]([CH3:18])([CH3:17])[CH2:12][CH2:11][CH2:10]1)=[O:4]. The catalyst class is: 1. (4) Reactant: [O:1]1[CH2:6][CH2:5][CH:4]([CH2:7][C:8]([OH:10])=O)[CH2:3][CH2:2]1.C(Cl)(=O)C([Cl:14])=O. Product: [O:1]1[CH2:6][CH2:5][CH:4]([CH2:7][C:8]([Cl:14])=[O:10])[CH2:3][CH2:2]1. The catalyst class is: 59. (5) Reactant: [CH:1]([C:3]1[CH:12]=[C:7]([C:8]([O:10][CH3:11])=[O:9])[C:6]([OH:13])=[CH:5][CH:4]=1)=[O:2].C(=O)([O-])[O-].[K+].[K+].[CH2:20](Br)[C:21]1[CH:26]=[CH:25][CH:24]=[CH:23][CH:22]=1. Product: [CH2:20]([O:13][C:6]1[CH:5]=[CH:4][C:3]([CH:1]=[O:2])=[CH:12][C:7]=1[C:8]([O:10][CH3:11])=[O:9])[C:21]1[CH:26]=[CH:25][CH:24]=[CH:23][CH:22]=1. The catalyst class is: 10.